From a dataset of Reaction yield outcomes from USPTO patents with 853,638 reactions. Predict the reaction yield, written as a fraction of the theoretical maximum amount of product (1.0 means a 100% yield; for example, 0.34 means a 34% yield). The reactants are [NH2:1][C:2]1[CH:3]=[C:4]([CH3:9])[CH:5]=[N:6][C:7]=1[Cl:8].[N+:10]([C:13]1[CH:21]=[CH:20][CH:19]=[CH:18][C:14]=1[C:15](Cl)=[O:16])([O-:12])=[O:11]. The yield is 0.910. The product is [Cl:8][C:7]1[C:2]([NH:1][C:15](=[O:16])[C:14]2[CH:18]=[CH:19][CH:20]=[CH:21][C:13]=2[N+:10]([O-:12])=[O:11])=[CH:3][C:4]([CH3:9])=[CH:5][N:6]=1. The catalyst is N1C=CC=CC=1.O.C(=O)(O)[O-].[Na+].